Dataset: NCI-60 drug combinations with 297,098 pairs across 59 cell lines. Task: Regression. Given two drug SMILES strings and cell line genomic features, predict the synergy score measuring deviation from expected non-interaction effect. (1) Drug 1: CC1C(C(=O)NC(C(=O)N2CCCC2C(=O)N(CC(=O)N(C(C(=O)O1)C(C)C)C)C)C(C)C)NC(=O)C3=C4C(=C(C=C3)C)OC5=C(C(=O)C(=C(C5=N4)C(=O)NC6C(OC(=O)C(N(C(=O)CN(C(=O)C7CCCN7C(=O)C(NC6=O)C(C)C)C)C)C(C)C)C)N)C. Drug 2: CC1=C2C(C(=O)C3(C(CC4C(C3C(C(C2(C)C)(CC1OC(=O)C(C(C5=CC=CC=C5)NC(=O)OC(C)(C)C)O)O)OC(=O)C6=CC=CC=C6)(CO4)OC(=O)C)O)C)O. Cell line: LOX IMVI. Synergy scores: CSS=34.3, Synergy_ZIP=9.37, Synergy_Bliss=14.0, Synergy_Loewe=9.48, Synergy_HSA=9.57. (2) Drug 1: CC12CCC3C(C1CCC2=O)CC(=C)C4=CC(=O)C=CC34C. Drug 2: CC12CCC3C(C1CCC2OP(=O)(O)O)CCC4=C3C=CC(=C4)OC(=O)N(CCCl)CCCl.[Na+]. Cell line: UACC62. Synergy scores: CSS=4.36, Synergy_ZIP=-12.3, Synergy_Bliss=-22.8, Synergy_Loewe=-31.3, Synergy_HSA=-21.7. (3) Drug 1: C1C(C(OC1N2C=NC3=C(N=C(N=C32)Cl)N)CO)O. Drug 2: COCCOC1=C(C=C2C(=C1)C(=NC=N2)NC3=CC=CC(=C3)C#C)OCCOC.Cl. Cell line: UO-31. Synergy scores: CSS=27.7, Synergy_ZIP=-4.67, Synergy_Bliss=3.37, Synergy_Loewe=-5.02, Synergy_HSA=-1.09. (4) Drug 1: COC1=NC(=NC2=C1N=CN2C3C(C(C(O3)CO)O)O)N. Drug 2: CC1CCC2CC(C(=CC=CC=CC(CC(C(=O)C(C(C(=CC(C(=O)CC(OC(=O)C3CCCCN3C(=O)C(=O)C1(O2)O)C(C)CC4CCC(C(C4)OC)O)C)C)O)OC)C)C)C)OC. Cell line: T-47D. Synergy scores: CSS=-9.03, Synergy_ZIP=2.69, Synergy_Bliss=-1.42, Synergy_Loewe=-7.36, Synergy_HSA=-8.42.